From a dataset of Forward reaction prediction with 1.9M reactions from USPTO patents (1976-2016). Predict the product of the given reaction. Given the reactants [Br:1][CH:2]([CH3:16])[C:3]([C:5]1[C:14]2[C:9](=[C:10]([F:15])[CH:11]=[CH:12][CH:13]=2)[CH:8]=[CH:7][CH:6]=1)=O.[NH:17]1[CH2:21][CH2:20][NH:19][C:18]1=[S:22].CC(O)=O, predict the reaction product. The product is: [BrH:1].[F:15][C:10]1[CH:11]=[CH:12][CH:13]=[C:14]2[C:9]=1[CH:8]=[CH:7][CH:6]=[C:5]2[C:3]1[N:19]2[CH2:20][CH2:21][N:17]=[C:18]2[S:22][C:2]=1[CH3:16].